From a dataset of Full USPTO retrosynthesis dataset with 1.9M reactions from patents (1976-2016). Predict the reactants needed to synthesize the given product. (1) Given the product [Cl:1][C:2]1[N:7]=[C:6]([C:8]([O:10][CH3:11])=[O:9])[CH:5]=[C:4]([N:13]2[CH2:18][CH2:17][O:16][CH2:15][CH2:14]2)[N:3]=1, predict the reactants needed to synthesize it. The reactants are: [Cl:1][C:2]1[N:7]=[C:6]([C:8]([O:10][CH3:11])=[O:9])[CH:5]=[C:4](Cl)[N:3]=1.[NH:13]1[CH2:18][CH2:17][O:16][CH2:15][CH2:14]1. (2) Given the product [CH2:3]([O:7][C:9]1[CH:14]=[C:13]([CH2:15][C:16]2[CH:21]=[CH:20][CH:19]=[CH:18][C:17]=2[CH3:22])[N:12]=[CH:11][N:10]=1)[C:4]#[C:5][CH3:6], predict the reactants needed to synthesize it. The reactants are: [H-].[Na+].[CH2:3]([OH:7])[C:4]#[C:5][CH3:6].Cl[C:9]1[CH:14]=[C:13]([CH2:15][C:16]2[CH:21]=[CH:20][CH:19]=[CH:18][C:17]=2[CH3:22])[N:12]=[CH:11][N:10]=1.[Cl-].[NH4+]. (3) Given the product [CH2:34]([O:8][C:7]1[C:2]([F:1])=[C:3]([CH2:9][NH:10][C:11]([C:13]2[CH:14]=[C:15]3[C:20](=[CH:21][CH:22]=2)[N:19]=[CH:18][CH:17]=[CH:16]3)=[O:12])[CH:4]=[CH:5][CH:6]=1)[CH2:33][CH:32]=[CH2:31], predict the reactants needed to synthesize it. The reactants are: [F:1][C:2]1[C:7]([OH:8])=[CH:6][CH:5]=[CH:4][C:3]=1[CH2:9][NH:10][C:11]([C:13]1[CH:14]=[C:15]2[C:20](=[CH:21][CH:22]=1)[N:19]=[CH:18][CH:17]=[CH:16]2)=[O:12].[H-].[Na+].CN(C=O)C.Br[CH2:31][CH2:32][CH:33]=[CH2:34]. (4) Given the product [CH2:35]([N:21]([CH2:19][CH3:20])[CH2:22][CH2:23][NH:24][C:25]([C:27]1[NH:28][C:29]([CH:33]=[C:11]2[C:10]3[C:14](=[CH:15][CH:16]=[CH:17][C:9]=3[C:6]3[CH:7]=[CH:8][C:3]([O:2][CH3:1])=[CH:4][CH:5]=3)[NH:13][C:12]2=[O:18])=[C:30]([CH3:32])[CH:31]=1)=[O:26])[CH3:36], predict the reactants needed to synthesize it. The reactants are: [CH3:1][O:2][C:3]1[CH:8]=[CH:7][C:6]([C:9]2[CH:17]=[CH:16][CH:15]=[C:14]3[C:10]=2[CH2:11][C:12](=[O:18])[NH:13]3)=[CH:5][CH:4]=1.[CH2:19]([N:21]([CH2:35][CH3:36])[CH2:22][CH2:23][NH:24][C:25]([C:27]1[NH:28][C:29]([CH:33]=O)=[C:30]([CH3:32])[CH:31]=1)=[O:26])[CH3:20]. (5) Given the product [CH3:10][N:12]([CH3:13])[C:41](=[O:43])[CH2:40][O:39][CH2:38][CH2:37][N:34]1[CH2:35][CH2:36][N:31]([CH:23]([C:20]2[CH:19]=[CH:18][CH:17]=[CH:22][CH:21]=2)[C:24]2[CH:29]=[CH:28][C:27]([Cl:30])=[CH:26][CH:25]=2)[CH2:32][CH2:33]1, predict the reactants needed to synthesize it. The reactants are: C(#N)C.C(=O)([O-])[O-].[Na+].[Na+].[CH2:10]([N:12](CC)[CH2:13]C)C.[CH:17]1[CH:18]=[CH:19][C:20]([CH:23]([N:31]2[CH2:36][CH2:35][N:34]([CH2:37][CH2:38][O:39][CH2:40][C:41]([OH:43])=O)[CH2:33][CH2:32]2)[C:24]2[CH:25]=[CH:26][C:27]([Cl:30])=[CH:28][CH:29]=2)=[CH:21][CH:22]=1. (6) The reactants are: Br[C:2]1[CH:3]=[CH:4][C:5]2[N:6]([N:8]=[CH:9][N:10]=2)[CH:7]=1.[C:11](=[NH:24])([C:18]1[CH:23]=[CH:22][CH:21]=[CH:20][CH:19]=1)[C:12]1[CH:17]=[CH:16][CH:15]=[CH:14][CH:13]=1.CC(C)([O-])C.[Na+]. Given the product [C:11](=[N:24][C:2]1[CH:3]=[CH:4][C:5]2[N:6]([N:8]=[CH:9][N:10]=2)[CH:7]=1)([C:18]1[CH:19]=[CH:20][CH:21]=[CH:22][CH:23]=1)[C:12]1[CH:17]=[CH:16][CH:15]=[CH:14][CH:13]=1, predict the reactants needed to synthesize it. (7) Given the product [Cl:1][C:2]1[N:3]=[CH:4][C:5]2[C:10]([C:11]=1[CH:12]([OH:13])[CH2:22][CH2:21][CH2:20][C:14]1[CH:19]=[CH:18][CH:17]=[CH:16][CH:15]=1)=[CH:9][CH:8]=[CH:7][CH:6]=2, predict the reactants needed to synthesize it. The reactants are: [Cl:1][C:2]1[N:3]=[CH:4][C:5]2[C:10]([C:11]=1[CH:12]=[O:13])=[CH:9][CH:8]=[CH:7][CH:6]=2.[C:14]1([CH2:20][CH2:21][CH2:22][Mg]Br)[CH:19]=[CH:18][CH:17]=[CH:16][CH:15]=1.